From a dataset of Reaction yield outcomes from USPTO patents with 853,638 reactions. Predict the reaction yield, written as a fraction of the theoretical maximum amount of product (1.0 means a 100% yield; for example, 0.34 means a 34% yield). (1) The reactants are [C:1]([C:3]1[CH:4]=[C:5]([NH:9][C:10](=[O:28])[NH:11][C:12]2[CH:17]=[CH:16][C:15]([S:18]([N:21]([CH2:25][CH2:26][OH:27])[CH2:22][CH2:23][OH:24])(=[O:20])=[O:19])=[CH:14][CH:13]=2)[CH:6]=[CH:7][CH:8]=1)#[N:2].[CH2:29]([N:33]1[CH2:38][CH2:37][NH:36][CH2:35][CH2:34]1)[CH2:30][CH2:31][CH3:32]. No catalyst specified. The product is [CH2:29]([N:33]1[CH2:38][CH2:37][N:36]([C:1](=[NH:2])[C:3]2[CH:4]=[C:5]([NH:9][C:10](=[O:28])[NH:11][C:12]3[CH:13]=[CH:14][C:15]([S:18]([N:21]([CH2:22][CH2:23][OH:24])[CH2:25][CH2:26][OH:27])(=[O:19])=[O:20])=[CH:16][CH:17]=3)[CH:6]=[CH:7][CH:8]=2)[CH2:35][CH2:34]1)[CH2:30][CH2:31][CH3:32]. The yield is 0.180. (2) The reactants are [NH:1]1[C:9]2[C:4](=[CH:5][CH:6]=[C:7]([C:10]3[CH:11]=[CH:12][C:13]4[O:19][CH2:18][CH2:17][N:16]([C:20]([C:22]5[CH:27]=[CH:26][C:25]([C:28](=[O:30])[CH3:29])=[CH:24][CH:23]=5)=[O:21])[CH2:15][C:14]=4[CH:31]=3)[CH:8]=2)[CH:3]=[N:2]1.[C:32]([O-])([O-])=O.[K+].[K+].CI. The catalyst is CN(C=O)C. The product is [CH3:32][N:1]1[C:9]2[C:4](=[CH:5][CH:6]=[C:7]([C:10]3[CH:11]=[CH:12][C:13]4[O:19][CH2:18][CH2:17][N:16]([C:20]([C:22]5[CH:27]=[CH:26][C:25]([C:28](=[O:30])[CH3:29])=[CH:24][CH:23]=5)=[O:21])[CH2:15][C:14]=4[CH:31]=3)[CH:8]=2)[CH:3]=[N:2]1. The yield is 0.560. (3) The reactants are Br[C:2]1[N:7]=[C:6]([C:8]([NH:10][C:11]2[CH:12]=[N:13][CH:14]=[CH:15][C:16]=2[C@@H:17]2[CH2:22][C@H:21]([CH3:23])[CH2:20][C@H:19]([NH:24][C:25](=[O:31])[O:26][C:27]([CH3:30])([CH3:29])[CH3:28])[CH2:18]2)=[O:9])[CH:5]=[CH:4][C:3]=1[F:32].[F:33][C:34]1[C:39]([CH:40]=[O:41])=[CH:38][CH:37]=[C:36]([F:42])[C:35]=1B(O)O. No catalyst specified. The product is [F:33][C:34]1[C:39]([CH:40]=[O:41])=[CH:38][CH:37]=[C:36]([F:42])[C:35]=1[C:2]1[N:7]=[C:6]([C:8]([NH:10][C:11]2[CH:12]=[N:13][CH:14]=[CH:15][C:16]=2[C@@H:17]2[CH2:22][C@H:21]([CH3:23])[CH2:20][C@H:19]([NH:24][C:25](=[O:31])[O:26][C:27]([CH3:29])([CH3:28])[CH3:30])[CH2:18]2)=[O:9])[CH:5]=[CH:4][C:3]=1[F:32]. The yield is 1.00. (4) The reactants are [CH2:1]([C:3]1[S:4][CH:5]=[C:6](/[CH:8]=[CH:9]/[C:10]2[C:11]([O:21][CH2:22][C:23]3[CH:46]=[CH:45][C:26]([O:27][CH2:28][C:29]4[N:30]=[C:31]([C:35]5[S:39][C:38]([C:40]([O:42]CC)=[O:41])=[CH:37][CH:36]=5)[O:32][C:33]=4[CH3:34])=[C:25]([O:47][CH3:48])[CH:24]=3)=[N:12][N:13]([C:15]3[CH:20]=[CH:19][CH:18]=[CH:17][CH:16]=3)[CH:14]=2)[N:7]=1)[CH3:2].O1CCCC1.[OH-].[Na+].Cl. The catalyst is O.C(O)C. The product is [CH2:1]([C:3]1[S:4][CH:5]=[C:6](/[CH:8]=[CH:9]/[C:10]2[C:11]([O:21][CH2:22][C:23]3[CH:46]=[CH:45][C:26]([O:27][CH2:28][C:29]4[N:30]=[C:31]([C:35]5[S:39][C:38]([C:40]([OH:42])=[O:41])=[CH:37][CH:36]=5)[O:32][C:33]=4[CH3:34])=[C:25]([O:47][CH3:48])[CH:24]=3)=[N:12][N:13]([C:15]3[CH:20]=[CH:19][CH:18]=[CH:17][CH:16]=3)[CH:14]=2)[N:7]=1)[CH3:2]. The yield is 0.850. (5) The yield is 0.340. No catalyst specified. The product is [NH2:12][C:8]1[CH:9]=[CH:10][CH:11]=[C:4]([O:19][CH:15]2[CH2:18][CH2:17][CH2:16]2)[C:5]=1[C:6]#[N:7]. The reactants are [N+]([C:4]1[CH:11]=[CH:10][CH:9]=[C:8]([N+:12]([O-])=O)[C:5]=1[C:6]#[N:7])([O-])=O.[CH:15]1([OH:19])[CH2:18][CH2:17][CH2:16]1.